Dataset: Forward reaction prediction with 1.9M reactions from USPTO patents (1976-2016). Task: Predict the product of the given reaction. (1) Given the reactants C(OC([N:8]1[CH2:11][CH:10]([CH2:12][N:13]([CH2:20][C:21]2[CH:26]=[CH:25][C:24]([Cl:27])=[CH:23][C:22]=2[Cl:28])[CH2:14][CH2:15][C:16]([OH:19])([CH3:18])[CH3:17])[CH2:9]1)=O)(C)(C)C.C1(OC)C=CC=CC=1.FC(F)(F)C(O)=O, predict the reaction product. The product is: [OH:19][C:16]([CH3:18])([CH3:17])[CH2:15][CH2:14][N:13]([CH2:12][CH:10]1[CH2:11][NH:8][CH2:9]1)[CH2:20][C:21]1[CH:26]=[CH:25][C:24]([Cl:27])=[CH:23][C:22]=1[Cl:28]. (2) Given the reactants [NH2:1][C:2]1[CH:7]=[CH:6][C:5]([CH2:8][CH2:9][CH2:10][C:11]([OH:13])=[O:12])=[CH:4][CH:3]=1.[C:14](OC(=O)C)(=[O:16])[CH3:15].[K+].[Br-], predict the reaction product. The product is: [C:14]([NH:1][C:2]1[CH:3]=[CH:4][C:5]([CH2:8][CH2:9][CH2:10][C:11]([OH:13])=[O:12])=[CH:6][CH:7]=1)(=[O:16])[CH3:15]. (3) Given the reactants COC1C=[C:5]([C:13](C)=[CH:14][C:15]#[N:16])C=C(OC)C=1OC.Cl[Si:19]([CH3:22])([CH3:21])[CH3:20].C[Si](C)(C)[N-][Si](C)(C)C.[Li+], predict the reaction product. The product is: [CH3:20][Si:19]([CH3:22])([CH3:21])[CH2:5][CH:13]=[CH:14][C:15]#[N:16]. (4) Given the reactants [CH2:1]([N:8]([C:43](=[O:48])[C:44]([F:47])([F:46])[F:45])[CH2:9][CH2:10][O:11][C:12]1[CH:17]=[CH:16][C:15]([S:18][S:18][C:15]2[CH:16]=[CH:17][C:12]([O:11][CH2:10][CH2:9][N:8]([CH2:1][C:2]3[CH:3]=[CH:4][CH:5]=[CH:6][CH:7]=3)[C:43](=[O:48])[C:44]([F:46])([F:47])[F:45])=[CH:13][CH:14]=2)=[CH:14][CH:13]=1)[C:2]1[CH:7]=[CH:6][CH:5]=[CH:4][CH:3]=1.C1(P(C2C=CC=CC=2)C2C=CC=CC=2)C=CC=CC=1, predict the reaction product. The product is: [CH2:1]([N:8]([CH2:9][CH2:10][O:11][C:12]1[CH:17]=[CH:16][C:15]([SH:18])=[CH:14][CH:13]=1)[C:43](=[O:48])[C:44]([F:47])([F:46])[F:45])[C:2]1[CH:3]=[CH:4][CH:5]=[CH:6][CH:7]=1. (5) Given the reactants Br[C:2]1[CH:11]=[CH:10][C:5]([C:6]([O:8][CH3:9])=[O:7])=[CH:4][C:3]=1[OH:12].[CH2:13]([C:15]1[CH:20]=[CH:19][CH:18]=[CH:17][C:16]=1B(O)O)[CH3:14].[F-].[Cs+].C1(P(C2CCCCC2)C2C=CC=CC=2C2C(OC)=CC=CC=2OC)CCCCC1, predict the reaction product. The product is: [CH2:13]([C:15]1[CH:20]=[CH:19][CH:18]=[CH:17][C:16]=1[C:2]1[CH:11]=[CH:10][C:5]([C:6]([O:8][CH3:9])=[O:7])=[CH:4][C:3]=1[OH:12])[CH3:14]. (6) Given the reactants [Cl:1][C:2]1[CH:3]=[C:4]([CH:21]=[CH2:22])[CH:5]=[C:6]2[C:10]=1[C:9](=[O:11])[N:8]([CH2:12][C:13]1[CH:18]=[CH:17][C:16]([CH2:19][CH3:20])=[CH:15][CH:14]=1)[CH2:7]2.[H][H].CCCCCC.C(OCC)(=O)C, predict the reaction product. The product is: [Cl:1][C:2]1[CH:3]=[C:4]([CH2:21][CH3:22])[CH:5]=[C:6]2[C:10]=1[C:9](=[O:11])[N:8]([CH2:12][C:13]1[CH:18]=[CH:17][C:16]([CH2:19][CH3:20])=[CH:15][CH:14]=1)[CH2:7]2. (7) Given the reactants C(NC1N=C2C(N=C(OC)N2CCCC2CCOC2)=C(N)N=1)CCC.FC(F)(F)C(O)=O.[CH2:33]([O:37][C:38]1[NH:39][C:40]([NH2:49])=[C:41]2[C:45]([N:46]=1)=[N:44][C:43]([O:47][CH3:48])=[N:42]2)[CH2:34][CH2:35][CH3:36].Br[CH2:51][CH2:52][CH2:53][CH:54]1[CH2:58][CH2:57][CH2:56][O:55]1, predict the reaction product. The product is: [CH2:33]([O:37][C:38]1[N:46]=[C:45]2[C:41]([N:42]=[C:43]([O:47][CH3:48])[N:44]2[CH2:51][CH2:52][CH2:53][CH:54]2[CH2:58][CH2:57][CH2:56][O:55]2)=[C:40]([NH2:49])[N:39]=1)[CH2:34][CH2:35][CH3:36].